Task: Predict the product of the given reaction.. Dataset: Forward reaction prediction with 1.9M reactions from USPTO patents (1976-2016) (1) Given the reactants Br[C:2]1[CH:3]=[CH:4][C:5]2=[C:6]([CH:29]=1)[N:7]=[C:8]([NH:21][C:22](=[O:28])[O:23][C:24]([CH3:27])([CH3:26])[CH3:25])[CH2:9][C:10]([C:12](=[O:20])[N:13]([CH2:17][CH2:18][CH3:19])[CH2:14][CH2:15][CH3:16])=[CH:11]2.[OH:30][C:31]1[CH:36]=[CH:35][C:34](B(O)O)=[CH:33][CH:32]=1.C(N(CCC)C(OC(=O)NC1CC=CC2C=CC=CC=2N=1)=O)CC.C([O-])([O-])=O.[Na+].[Na+].O.[K].[K].C1(P(C2C=CC(S(O)(=O)=O)=CC=2)C2C=CC(S(O)(=O)=O)=CC=2)C=CC=CC=1.N#N.CN(C)C(C1C=CC(B(O)O)=CC=1)=O, predict the reaction product. The product is: [CH2:14]([N:13]([CH2:17][CH2:18][CH3:19])[C:12]([C:10]1=[CH:11][C:5]2[CH:4]=[CH:3][C:2]([C:34]3[CH:35]=[CH:36][C:31]([OH:30])=[CH:32][CH:33]=3)=[CH:29][C:6]=2[N:7]=[C:8]([NH:21][C:22](=[O:28])[O:23][C:24]([CH3:27])([CH3:26])[CH3:25])[CH2:9]1)=[O:20])[CH2:15][CH3:16]. (2) Given the reactants Cl.C[NH:3][CH2:4][C:5]1[CH:13]=[C:12]2[C:8]([CH2:9][N:10]([CH:15]3[CH2:20][CH2:19][C:18](=[O:21])[NH:17][C:16]3=[O:22])[C:11]2=O)=[CH:7][CH:6]=1.[NH2:23][C:24]1[N:29]=[C:28]([C:30]([F:35])([F:34])[C:31]([OH:33])=O)[CH:27]=[CH:26][N:25]=1.C(N(CC)C(C)C)(C)C.F[P-](F)(F)(F)(F)F.CN(C(N(C)C)=[N+]1C2C(=NC=CC=2)[N+]([O-:65])=N1)C, predict the reaction product. The product is: [NH2:23][C:24]1[N:29]=[C:28]([C:30]([F:35])([F:34])[C:31]([NH:3][CH2:4][C:5]2[CH:13]=[C:12]3[C:8](=[CH:7][CH:6]=2)[C:9](=[O:65])[N:10]([CH:15]2[CH2:20][CH2:19][C:18](=[O:21])[NH:17][C:16]2=[O:22])[CH2:11]3)=[O:33])[CH:27]=[CH:26][N:25]=1. (3) Given the reactants C(OC(=O)[NH:10][CH2:11][CH2:12][CH2:13][C:14]1[N:15]([CH2:20][CH3:21])[N:16]=[C:17]([CH3:19])[CH:18]=1)C1C=CC=CC=1, predict the reaction product. The product is: [CH2:20]([N:15]1[C:14]([CH2:13][CH2:12][CH2:11][NH2:10])=[CH:18][C:17]([CH3:19])=[N:16]1)[CH3:21].